This data is from Peptide-MHC class I binding affinity with 185,985 pairs from IEDB/IMGT. The task is: Regression. Given a peptide amino acid sequence and an MHC pseudo amino acid sequence, predict their binding affinity value. This is MHC class I binding data. (1) The peptide sequence is NYGQVVAAL. The MHC is HLA-A68:02 with pseudo-sequence HLA-A68:02. The binding affinity (normalized) is 0.00201. (2) The peptide sequence is NIDPEHLDY. The MHC is HLA-A31:01 with pseudo-sequence HLA-A31:01. The binding affinity (normalized) is 0.0847. (3) The peptide sequence is HDYCSRNLYV. The MHC is Patr-B2401 with pseudo-sequence Patr-B2401. The binding affinity (normalized) is 0.587. (4) The peptide sequence is YRFRFRSVY. The MHC is HLA-B58:01 with pseudo-sequence HLA-B58:01. The binding affinity (normalized) is 0.0847. (5) The peptide sequence is VGNQYVKF. The MHC is Mamu-B52 with pseudo-sequence Mamu-B52. The binding affinity (normalized) is 0.896. (6) The peptide sequence is IPQSLDSWWTSL. The binding affinity (normalized) is 0.326. The MHC is H-2-Kb with pseudo-sequence H-2-Kb. (7) The peptide sequence is ITNPFFYQM. The MHC is HLA-A03:01 with pseudo-sequence HLA-A03:01. The binding affinity (normalized) is 0.0847.